Dataset: Forward reaction prediction with 1.9M reactions from USPTO patents (1976-2016). Task: Predict the product of the given reaction. (1) Given the reactants [C:1]([O:5][C:6]([C@@H:8]([CH2:13][C:14]1[CH:24]=[CH:23][C:17]2[O:18][C:19]([CH3:22])([CH3:21])[O:20][C:16]=2[CH:15]=1)[C:9]([O:11]C)=[O:10])=[O:7])([CH3:4])([CH3:3])[CH3:2].[OH-].[Li+].O, predict the reaction product. The product is: [C:1]([O:5][C:6]([C@@H:8]([CH2:13][C:14]1[CH:24]=[CH:23][C:17]2[O:18][C:19]([CH3:22])([CH3:21])[O:20][C:16]=2[CH:15]=1)[C:9]([OH:11])=[O:10])=[O:7])([CH3:4])([CH3:2])[CH3:3]. (2) Given the reactants [Cl:1][C:2]1[CH:7]=[CH:6][C:5]([C:8]2([C:12](=[O:14])[CH3:13])[CH2:11][CH2:10][CH2:9]2)=[CH:4][CH:3]=1.[BrH:15].C(O)(=O)C.BrBr.[O-]S([O-])(=O)=O.[Mg+2], predict the reaction product. The product is: [Br:15][CH2:13][C:12]([C:8]1([C:5]2[CH:4]=[CH:3][C:2]([Cl:1])=[CH:7][CH:6]=2)[CH2:11][CH2:10][CH2:9]1)=[O:14]. (3) Given the reactants [Cl:1][C:2]1[CH:10]=[CH:9][C:8]2[NH:7][C:6]3[CH2:11][CH2:12][N:13]([CH3:15])[CH2:14][C:5]=3[C:4]=2[CH:3]=1.[OH-].[K+].BrC[CH2:20][C:21]1[CH:26]=[CH:25][CH:24]=[CH:23][N:22]=1, predict the reaction product. The product is: [Cl:1][C:2]1[CH:10]=[CH:9][C:8]2[N:7]([CH2:20][CH2:21][N:22]3[CH:26]=[CH:25][CH:24]=[CH:23]3)[C:6]3[CH2:11][CH2:12][N:13]([CH3:15])[CH2:14][C:5]=3[C:4]=2[CH:3]=1.